Dataset: Reaction yield outcomes from USPTO patents with 853,638 reactions. Task: Predict the reaction yield, written as a fraction of the theoretical maximum amount of product (1.0 means a 100% yield; for example, 0.34 means a 34% yield). (1) The reactants are [CH3:1][NH:2][CH3:3].[Br:4][C:5]1[C:6]([F:15])=[C:7]([CH:11]=[CH:12][C:13]=1[F:14])[C:8](O)=[O:9].C(Cl)CCl. The catalyst is CN(C=O)C.CCOC(C)=O.O. The product is [Br:4][C:5]1[C:6]([F:15])=[C:7]([CH:11]=[CH:12][C:13]=1[F:14])[C:8]([N:2]([CH3:3])[CH3:1])=[O:9]. The yield is 0.850. (2) The reactants are [F:1][C:2]1[CH:7]=[CH:6][CH:5]=[CH:4][C:3]=1[C:8]1[C:16]2[C:11](=[N:12][CH:13]=[C:14](B3OC(C)(C)C(C)(C)O3)[CH:15]=2)[N:10]([CH2:26][O:27][CH2:28][CH2:29][Si:30]([CH3:33])([CH3:32])[CH3:31])[CH:9]=1.[NH2:34][C:35]1[C:40]([CH:41]([OH:47])[C:42]([N:44]([CH3:46])[CH3:45])=[O:43])=[CH:39][C:38](Br)=[CH:37][N:36]=1.C(=O)(O)[O-].[Na+]. The catalyst is C(#N)C.O1CCCC1. The product is [NH2:34][C:35]1[C:40]([CH:41]([OH:47])[C:42]([N:44]([CH3:45])[CH3:46])=[O:43])=[CH:39][C:38]([C:14]2[CH:15]=[C:16]3[C:8]([C:3]4[CH:4]=[CH:5][CH:6]=[CH:7][C:2]=4[F:1])=[CH:9][N:10]([CH2:26][O:27][CH2:28][CH2:29][Si:30]([CH3:32])([CH3:31])[CH3:33])[C:11]3=[N:12][CH:13]=2)=[CH:37][N:36]=1. The yield is 0.393. (3) The reactants are [N:1]1([CH:7]=[CH:8][C:9]([O:11][CH3:12])=[O:10])[CH2:6][CH2:5][O:4][CH2:3][CH2:2]1.C(N(CC)CC)C.[F:20][CH:21]([F:25])[C:22](F)=[O:23]. The catalyst is C1(C)C=CC=CC=1. The product is [F:20][CH:21]([F:25])[C:22](=[O:23])[C:8](=[CH:7][N:1]1[CH2:6][CH2:5][O:4][CH2:3][CH2:2]1)[C:9]([O:11][CH3:12])=[O:10]. The yield is 0.820. (4) The reactants are C[O:2][C:3]([C:5]1[CH:15]=[CH:14][C:8]2[O:9][C:10]([F:13])([F:12])[O:11][C:7]=2[CH:6]=1)=O.[H-].[Al+3].[Li+].[H-].[H-].[H-].O.[OH-].[Na+]. The catalyst is O1CCCC1. The product is [F:13][C:10]1([F:12])[O:9][C:8]2[CH:14]=[CH:15][C:5]([CH2:3][OH:2])=[CH:6][C:7]=2[O:11]1. The yield is 0.760. (5) The yield is 0.800. The reactants are [F:1][C:2]([F:12])([F:11])[C:3]([NH:5][C@@H:6]1[CH2:9][NH:8][C@H:7]1[CH3:10])=[O:4].C(N(CC)CC)C.[C:20]([C:24]1[CH:25]=[C:26]([CH:30]=[C:31]([C:34]([CH3:37])([CH3:36])[CH3:35])[C:32]=1[OH:33])[C:27](Cl)=[O:28])([CH3:23])([CH3:22])[CH3:21]. The product is [C:34]([C:31]1[CH:30]=[C:26]([CH:25]=[C:24]([C:20]([CH3:23])([CH3:22])[CH3:21])[C:32]=1[OH:33])[C:27]([N:8]1[CH2:9][C@@H:6]([NH:5][C:3](=[O:4])[C:2]([F:1])([F:11])[F:12])[C@@H:7]1[CH3:10])=[O:28])([CH3:37])([CH3:36])[CH3:35]. The catalyst is ClCCl. (6) The reactants are [CH2:1]([N:3]1[C:12]2[C:7](=[CH:8][C:9]([N+:13]([O-:15])=[O:14])=[CH:10][CH:11]=2)[C:6](=[O:16])[NH:5][C:4]1=[O:17])[CH3:2].[H-].[Na+].[C:20](#[N:23])[CH:21]=[CH2:22].O. The catalyst is CN(C=O)C. The product is [CH2:1]([N:3]1[C:12]2[C:7](=[CH:8][C:9]([N+:13]([O-:15])=[O:14])=[CH:10][CH:11]=2)[C:6](=[O:16])[N:5]([CH2:22][CH2:21][C:20]#[N:23])[C:4]1=[O:17])[CH3:2]. The yield is 0.245.